Dataset: Forward reaction prediction with 1.9M reactions from USPTO patents (1976-2016). Task: Predict the product of the given reaction. (1) Given the reactants Cl[CH:2]1[C:8](=[O:9])[CH:7]2[CH2:10][CH2:11][C:4]([O:12][CH3:13])([CH:5]=[CH:6]2)[C:3]1=[O:14], predict the reaction product. The product is: [CH3:13][O:12][C:4]12[CH2:11][CH2:10][CH:7]([CH:6]=[CH:5]1)[C:8](=[O:9])[CH2:2][C:3]2=[O:14]. (2) Given the reactants [CH3:1][O:2][C:3]1[CH:4]=[C:5]([CH:9]=[CH:10][C:11]=1[N+:12]([O-:14])=[O:13])[C:6]([NH2:8])=[O:7].C(Cl)(=O)[C:16](Cl)=[O:17], predict the reaction product. The product is: [CH3:1][O:2][C:3]1[CH:4]=[C:5]([CH:9]=[CH:10][C:11]=1[N+:12]([O-:14])=[O:13])[C:6]([N:8]=[C:16]=[O:17])=[O:7]. (3) Given the reactants Cl[C:2]1[NH:3][C:4](=[O:12])[C:5]2[C:10]([CH:11]=1)=[CH:9][CH:8]=[CH:7][CH:6]=2.[CH3:13][N:14]([CH3:21])[CH:15]1[CH2:20][CH2:19][NH:18][CH2:17][CH2:16]1, predict the reaction product. The product is: [CH3:13][N:14]([CH3:21])[CH:15]1[CH2:20][CH2:19][N:18]([C:2]2[NH:3][C:4](=[O:12])[C:5]3[C:10]([CH:11]=2)=[CH:9][CH:8]=[CH:7][CH:6]=3)[CH2:17][CH2:16]1. (4) Given the reactants [CH3:1][C:2]1[CH:3]=[C:4]([N:9]2[C:13](=[O:14])[C:12](=[N:15][NH:16][C:17]3[C:18]([OH:32])=[C:19]([C:23]4[CH:28]=[CH:27][CH:26]=[C:25]([C:29]([OH:31])=[O:30])[CH:24]=4)[CH:20]=[CH:21][CH:22]=3)[C:11]([CH3:33])=[N:10]2)[CH:5]=[CH:6][C:7]=1[CH3:8].[CH2:34]([CH2:36][NH2:37])[OH:35], predict the reaction product. The product is: [CH3:8][C:7]1[CH:6]=[CH:5][C:4]([N:9]2[N:10]=[C:11]([CH3:33])/[C:12](=[N:15]/[NH:16][C:17]3[CH:22]=[CH:21][CH:20]=[C:19]([C:23]4[CH:28]=[CH:27][CH:26]=[C:25]([C:29]([OH:31])=[O:30])[CH:24]=4)[C:18]=3[OH:32])/[C:13]2=[O:14])=[CH:3][C:2]=1[CH3:1].[CH2:36]([NH2:37])[CH2:34][OH:35].